This data is from Blood-brain barrier permeability classification from the B3DB database. The task is: Regression/Classification. Given a drug SMILES string, predict its absorption, distribution, metabolism, or excretion properties. Task type varies by dataset: regression for continuous measurements (e.g., permeability, clearance, half-life) or binary classification for categorical outcomes (e.g., BBB penetration, CYP inhibition). Dataset: b3db_classification. The drug is CC(=O)[C@H]1CCC2C3C[C@@H](O)C45C[C@H]4CC[C@]5(C)C3CC[C@@]21C. The result is 1 (penetrates BBB).